This data is from Full USPTO retrosynthesis dataset with 1.9M reactions from patents (1976-2016). The task is: Predict the reactants needed to synthesize the given product. (1) Given the product [Br:1][C:2]1[CH:26]=[CH:25][C:24]([C:27]([F:28])([F:29])[F:30])=[CH:23][C:3]=1[CH2:4][N:5]([CH2:8][C:9]1[CH:10]=[C:11]([C:19]([F:20])([F:21])[F:22])[CH:12]=[C:13]([C:15]([F:18])([F:17])[F:16])[CH:14]=1)[C:6]1[N:42]=[N:43][NH:44][N:7]=1, predict the reactants needed to synthesize it. The reactants are: [Br:1][C:2]1[CH:26]=[CH:25][C:24]([C:27]([F:30])([F:29])[F:28])=[CH:23][C:3]=1[CH2:4][N:5]([CH2:8][C:9]1[CH:14]=[C:13]([C:15]([F:18])([F:17])[F:16])[CH:12]=[C:11]([C:19]([F:22])([F:21])[F:20])[CH:10]=1)[C:6]#[N:7].C(N(CC)CC)C.C[Si]([N:42]=[N+:43]=[N-:44])(C)C.[OH-].[Na+]. (2) The reactants are: Cl.[CH:2]1([CH2:8][NH:9][C:10]([C:12]2([C:18]3[CH:23]=[C:22]([C:24]([F:27])([F:26])[F:25])[CH:21]=[C:20]([C:28]([F:31])([F:30])[F:29])[CH:19]=3)[CH2:17][CH2:16][NH:15][CH2:14][CH2:13]2)=[O:11])[CH2:7][CH2:6][CH2:5][CH2:4][CH2:3]1.C(OC([NH:39][C@@H:40]([CH2:44][C:45]1[S:46][CH:47]=[CH:48][CH:49]=1)[C:41](O)=[O:42])=O)(C)(C)C.C(N(C(C)C)CC)(C)C.CN(C(ON1N=NC2C=CC=CC1=2)=[N+](C)C)C.F[P-](F)(F)(F)(F)F. Given the product [CH:2]1([CH2:8][NH:9][C:10]([C:12]2([C:18]3[CH:23]=[C:22]([C:24]([F:25])([F:26])[F:27])[CH:21]=[C:20]([C:28]([F:31])([F:29])[F:30])[CH:19]=3)[CH2:17][CH2:16][N:15]([C:41](=[O:42])[C@@H:40]([NH2:39])[CH2:44][C:45]3[S:46][CH:47]=[CH:48][CH:49]=3)[CH2:14][CH2:13]2)=[O:11])[CH2:7][CH2:6][CH2:5][CH2:4][CH2:3]1, predict the reactants needed to synthesize it. (3) Given the product [CH:16]1([CH:2]([NH:22][C:23]2[CH:24]=[CH:25][C:26]([C:29]([OH:31])=[O:30])=[N:27][CH:28]=2)[C:3]2[CH:7]=[C:6]([C:8]3[CH:13]=[CH:12][C:11]([F:14])=[CH:10][CH:9]=3)[O:5][C:4]=2[CH3:15])[CH2:21][CH2:20][CH2:19][CH2:18][CH2:17]1, predict the reactants needed to synthesize it. The reactants are: Cl[CH:2]([CH:16]1[CH2:21][CH2:20][CH2:19][CH2:18][CH2:17]1)[C:3]1[CH:7]=[C:6]([C:8]2[CH:13]=[CH:12][C:11]([F:14])=[CH:10][CH:9]=2)[O:5][C:4]=1[CH3:15].[NH2:22][C:23]1[CH:24]=[CH:25][C:26]([C:29]([O:31]C)=[O:30])=[N:27][CH:28]=1.C(=O)([O-])[O-].[Na+].[Na+].[I-].[Na+]. (4) Given the product [F:1][C:2]1[C:7]([O:8][CH:9]([CH3:11])[CH3:10])=[CH:6][CH:5]=[C:4]([F:12])[C:3]=1[OH:18], predict the reactants needed to synthesize it. The reactants are: [F:1][C:2]1[C:7]([O:8][CH:9]([CH3:11])[CH3:10])=[CH:6][CH:5]=[C:4]([F:12])[C:3]=1B(O)O.C(O)(=[O:18])C.OO. (5) Given the product [CH2:7]([C:1]1[CH:6]=[CH:5][C:4]([S:26]([Cl:25])(=[O:28])=[O:27])=[CH:3][CH:2]=1)[CH2:8][CH2:9][CH2:10][CH2:11][CH2:12][CH2:13][CH2:14][CH2:15][CH2:16][CH2:17][CH2:18][CH2:19][CH3:20], predict the reactants needed to synthesize it. The reactants are: [C:1]1([CH2:7][CH2:8][CH2:9][CH2:10][CH2:11][CH2:12][CH2:13][CH2:14][CH2:15][CH2:16][CH2:17][CH2:18][CH2:19][CH2:20]CCCC)[CH:6]=[CH:5][CH:4]=[CH:3][CH:2]=1.[Cl:25][S:26](O)(=[O:28])=[O:27]. (6) Given the product [O:1]1[C:10]2[C:5](=[CH:6][CH:7]=[CH:8][CH:9]=2)[CH2:4][CH2:3][CH:2]1[CH2:11][NH:12][S:13]([NH2:16])(=[O:15])=[O:14], predict the reactants needed to synthesize it. The reactants are: [O:1]1[C:10]2[C:5](=[CH:6][CH:7]=[CH:8][CH:9]=2)[CH2:4][CH2:3][CH:2]1[CH2:11][NH2:12].[S:13](N)([NH2:16])(=[O:15])=[O:14]. (7) Given the product [CH2:21]([C:23]1[CH:24]=[C:25]([NH:29][C:2]2[C:11]3[C:6](=[CH:7][C:8]([O:12][CH3:13])=[CH:9][CH:10]=3)[CH:5]=[C:4]([NH:14][C:15]3[CH:19]=[C:18]([CH3:20])[NH:17][N:16]=3)[N:3]=2)[CH:26]=[CH:27][CH:28]=1)[CH3:22], predict the reactants needed to synthesize it. The reactants are: Cl[C:2]1[C:11]2[C:6](=[CH:7][C:8]([O:12][CH3:13])=[CH:9][CH:10]=2)[CH:5]=[C:4]([NH:14][C:15]2[CH:19]=[C:18]([CH3:20])[NH:17][N:16]=2)[N:3]=1.[CH2:21]([C:23]1[CH:24]=[C:25]([NH2:29])[CH:26]=[CH:27][CH:28]=1)[CH3:22]. (8) Given the product [C:1]([O:5][C@@H:6]([C:11]1[C:40]([CH3:41])=[C:39]([CH:42]([CH3:43])[CH3:44])[C:38]2=[N:45][C:35]3=[CH:36][N:37]2[C:12]=1[N:13]1[CH2:14][CH2:15][C:16]([CH3:51])([O:17][CH2:18][CH2:19][CH2:20][CH2:21][C@H:22]([CH3:48])[O:23][C:24]2[CH:25]=[CH:26][C:27]([F:47])=[CH:28][C:29]=2[C:30]2[CH:46]=[C:34]3[CH:33]=[CH:32][CH:31]=2)[CH2:49][CH2:50]1)[C:7]([OH:9])=[O:8])([CH3:2])([CH3:3])[CH3:4], predict the reactants needed to synthesize it. The reactants are: [C:1]([O:5][C@@H:6]([C:11]1[C:40]([CH3:41])=[C:39]([CH:42]([CH3:44])[CH3:43])[C:38]2=[N:45][C:35]3=[CH:36][N:37]2[C:12]=1[N:13]1[CH2:50][CH2:49][C:16]([CH3:51])([O:17][CH2:18][CH2:19][CH2:20][CH2:21][C@H:22]([CH3:48])[O:23][C:24]2[CH:25]=[CH:26][C:27]([F:47])=[CH:28][C:29]=2[C:30]2[CH:46]=[C:34]3[CH:33]=[CH:32][CH:31]=2)[CH2:15][CH2:14]1)[C:7]([O:9]C)=[O:8])([CH3:4])([CH3:3])[CH3:2].C(O[C@@H](C1C(C)=CC2=NC3=C(Cl)N2C=1N1CCC(C)(OCCCC[C@H](C)OC2C=CC(C)=CC=2C2C=C3C=CC=2)CC1)C(O)=O)(C)(C)C.